Dataset: Full USPTO retrosynthesis dataset with 1.9M reactions from patents (1976-2016). Task: Predict the reactants needed to synthesize the given product. (1) Given the product [CH2:1]([O:3][C:4](=[O:21])[C:5]([O:8][C:9]1[CH:14]=[C:13]([O:15][CH3:16])[C:12]([O:31][C:29](=[O:30])[CH3:25])=[CH:11][C:10]=1[CH3:20])([CH3:6])[CH3:7])[CH3:2], predict the reactants needed to synthesize it. The reactants are: [CH2:1]([O:3][C:4](=[O:21])[C:5]([O:8][C:9]1[CH:14]=[C:13]([O:15][CH3:16])[C:12](C(=O)C)=[CH:11][C:10]=1[CH3:20])([CH3:7])[CH3:6])[CH3:2].ClC1C=CC=[C:25]([C:29]([O:31]O)=[O:30])C=1.C1(C)C=CC(S(O)(=O)=O)=CC=1. (2) Given the product [CH3:26][O:25][C:20]1[CH:19]=[C:18]([O:27][CH3:28])[CH:17]=[C:16]2[C:21]=1[C:22](=[O:24])[NH:23][C:14]([C:11]1[CH:12]=[CH:13][C:8]([N:5]3[CH2:4][CH2:3][CH:2]([NH:1][C:31](=[O:32])[N:30]([CH3:34])[CH3:29])[CH2:7][CH2:6]3)=[CH:9][CH:10]=1)=[N:15]2, predict the reactants needed to synthesize it. The reactants are: [NH2:1][CH:2]1[CH2:7][CH2:6][N:5]([C:8]2[CH:13]=[CH:12][C:11]([C:14]3[NH:23][C:22](=[O:24])[C:21]4[C:16](=[CH:17][C:18]([O:27][CH3:28])=[CH:19][C:20]=4[O:25][CH3:26])[N:15]=3)=[CH:10][CH:9]=2)[CH2:4][CH2:3]1.[CH3:29][N:30]([CH3:34])[C:31](Cl)=[O:32].CCN(CC)CC.[OH-].[Na+]. (3) Given the product [CH3:33][N:28]1[C@H:29]([CH3:32])[CH2:30][CH2:31][N:26]2[C:25](=[O:35])[N:24]=[C:23]([O:1][CH2:2][C:3]3[CH:4]=[CH:5][C:6]([O:11][C:12]4[CH:17]=[CH:16][CH:15]=[C:14]([C:18]([F:19])([F:20])[F:21])[CH:13]=4)=[C:7]([CH:10]=3)[C:8]#[N:9])[CH:34]=[C:27]12, predict the reactants needed to synthesize it. The reactants are: [OH:1][CH2:2][C:3]1[CH:4]=[CH:5][C:6]([O:11][C:12]2[CH:17]=[CH:16][CH:15]=[C:14]([C:18]([F:21])([F:20])[F:19])[CH:13]=2)=[C:7]([CH:10]=1)[C:8]#[N:9].Cl[C:23]1[CH:34]=[C:27]2[N:28]([CH3:33])[C@H:29]([CH3:32])[CH2:30][CH2:31][N:26]2[C:25](=[O:35])[N:24]=1. (4) Given the product [Cl:1][C:2]1[C:7]([Cl:8])=[CH:6][C:5]2[S:9](=[O:10])(=[O:11])[N:12]=[CH:17][N:13]([CH:14]3[CH2:16][CH2:15]3)[C:4]=2[CH:3]=1, predict the reactants needed to synthesize it. The reactants are: [Cl:1][C:2]1[C:7]([Cl:8])=[CH:6][C:5]([S:9]([NH2:12])(=[O:11])=[O:10])=[C:4]([NH:13][CH:14]2[CH2:16][CH2:15]2)[CH:3]=1.[CH:17]([O-])([O-])OCC. (5) Given the product [Cl:14][C:10]1[CH:9]=[C:8]([NH:7][C:4]2[C:3]([C:15]([NH2:17])=[O:16])=[C:2]([N:1]=[CH:32][C:28]3[N:27]([S:24]([C:18]4[CH:23]=[CH:22][CH:21]=[CH:20][CH:19]=4)(=[O:26])=[O:25])[CH:31]=[CH:30][CH:29]=3)[NH:6][N:5]=2)[CH:13]=[CH:12][CH:11]=1, predict the reactants needed to synthesize it. The reactants are: [NH2:1][C:2]1[NH:6][N:5]=[C:4]([NH:7][C:8]2[CH:13]=[CH:12][CH:11]=[C:10]([Cl:14])[CH:9]=2)[C:3]=1[C:15]([NH2:17])=[O:16].[C:18]1([S:24]([N:27]2[CH:31]=[CH:30][CH:29]=[C:28]2[CH:32]=O)(=[O:26])=[O:25])[CH:23]=[CH:22][CH:21]=[CH:20][CH:19]=1. (6) Given the product [CH:1]1([N:7]([CH3:13])[S:8]([CH2:11][CH2:12][NH2:16])(=[O:10])=[O:9])[CH2:2][CH2:3][CH2:4][CH2:5][CH2:6]1, predict the reactants needed to synthesize it. The reactants are: [CH:1]1([N:7]([CH3:13])[S:8]([CH:11]=[CH2:12])(=[O:10])=[O:9])[CH2:6][CH2:5][CH2:4][CH2:3][CH2:2]1.CO.[NH3:16].